Dataset: Retrosynthesis with 50K atom-mapped reactions and 10 reaction types from USPTO. Task: Predict the reactants needed to synthesize the given product. (1) Given the product CNC(=O)c1cccc(Oc2ccc(N)c([N+](=O)[O-])c2)c1, predict the reactants needed to synthesize it. The reactants are: CNC(=O)c1cccc(O)c1.Nc1ccc(Cl)cc1[N+](=O)[O-]. (2) Given the product CN1CC[C@H]2COc3ccc(OCCc4ccccc4)cc3[C@H]2C1, predict the reactants needed to synthesize it. The reactants are: CN1CC[C@H]2COc3ccc(O)cc3[C@H]2C1.OCCc1ccccc1. (3) Given the product CCOC(=O)[C@@H]1CC(CCCN)CN1C(=O)OC(C)(C)C, predict the reactants needed to synthesize it. The reactants are: CCOC(=O)[C@@H]1CC(CCCN=[N+]=[N-])CN1C(=O)OC(C)(C)C. (4) Given the product Cc1cccc([C@H]2[C@H](C(=O)Nc3ccc(F)c(F)c3)C2(C)C)c1, predict the reactants needed to synthesize it. The reactants are: Cc1cccc([C@H]2[C@H](C(=O)O)C2(C)C)c1.Nc1ccc(F)c(F)c1. (5) Given the product CCCCCCCCC(O)/C=C/C=C/c1ccccc1CCCCC(=O)OC, predict the reactants needed to synthesize it. The reactants are: C=[N+]=[N-].CCCCCCCCC(O)/C=C/C=C/c1ccccc1CCCCC(=O)O. (6) Given the product FC(F)(F)c1nnc2ccc(N3CCN(Cc4cccc5cnccc45)CC3)nn12, predict the reactants needed to synthesize it. The reactants are: FC(F)(F)c1nnc2ccc(N3CCNCC3)nn12.O=Cc1cccc2cnccc12.